Dataset: Reaction yield outcomes from USPTO patents with 853,638 reactions. Task: Predict the reaction yield, written as a fraction of the theoretical maximum amount of product (1.0 means a 100% yield; for example, 0.34 means a 34% yield). (1) The reactants are [O:1]=[C:2]1[NH:6][C:5](=[O:7])[CH:4]([CH2:8][C:9]2[CH:19]=[CH:18][C:12]([O:13][CH2:14][C:15]([OH:17])=O)=[CH:11][CH:10]=2)[S:3]1.S(Cl)(Cl)=O.CN(C)C=O.[CH3:29][O:30][C:31]1[CH:32]=[CH:33][C:34]([N+:39]([O-:41])=[O:40])=[C:35]([NH:37][CH3:38])[CH:36]=1. The catalyst is C(#N)C.O. The product is [O:1]=[C:2]1[NH:6][C:5](=[O:7])[CH:4]([CH2:8][C:9]2[CH:10]=[CH:11][C:12]([O:13][CH2:14][C:15]([N:37]([C:35]3[CH:36]=[C:31]([O:30][CH3:29])[CH:32]=[CH:33][C:34]=3[N+:39]([O-:41])=[O:40])[CH3:38])=[O:17])=[CH:18][CH:19]=2)[S:3]1. The yield is 1.00. (2) The reactants are [NH:1]1[C:9]2[C:4](=[CH:5][CH:6]=[CH:7][CH:8]=2)[C:3]([CH:10]2[CH2:15][CH2:14][N:13]([C:16](=[O:18])[CH3:17])[CH2:12][CH2:11]2)=[CH:2]1.[H-].[Na+].[CH3:21]I. The catalyst is C1COCC1. The product is [CH3:21][N:1]1[C:9]2[C:4](=[CH:5][CH:6]=[CH:7][CH:8]=2)[C:3]([CH:10]2[CH2:11][CH2:12][N:13]([C:16](=[O:18])[CH3:17])[CH2:14][CH2:15]2)=[CH:2]1. The yield is 1.00. (3) The reactants are [F:1][C:2]([C:5]1[CH:9]=[C:8]([NH:10][C:11]([NH:13][C:14]2[CH:19]=[CH:18][CH:17]=[C:16]([OH:20])[CH:15]=2)=[O:12])[O:7][N:6]=1)([CH3:4])[CH3:3].Cl[C:22]1[C:31]2[C:26](=[CH:27][C:28]([O:40][CH3:41])=[C:29]([O:32][CH2:33][CH2:34][CH2:35][S:36]([CH3:39])(=[O:38])=[O:37])[CH:30]=2)[N:25]=[CH:24][N:23]=1. No catalyst specified. The product is [F:1][C:2]([C:5]1[CH:9]=[C:8]([NH:10][C:11]([NH:13][C:14]2[CH:19]=[CH:18][CH:17]=[C:16]([O:20][C:22]3[C:31]4[C:26](=[CH:27][C:28]([O:40][CH3:41])=[C:29]([O:32][CH2:33][CH2:34][CH2:35][S:36]([CH3:39])(=[O:37])=[O:38])[CH:30]=4)[N:25]=[CH:24][N:23]=3)[CH:15]=2)=[O:12])[O:7][N:6]=1)([CH3:3])[CH3:4]. The yield is 0.610. (4) The reactants are [C:1]([O:5][C:6]([N:8]1[CH2:13][CH2:12][O:11][CH2:10][CH:9]1[C:14]([OH:16])=O)=[O:7])([CH3:4])([CH3:3])[CH3:2].C(N1C=CN=C1)(N1C=CN=C1)=O.C(N(CC)C(C)C)(C)C.[Br:38][C:39]1[C:40]([NH2:46])=[N:41][CH:42]=[C:43]([Br:45])[N:44]=1. The catalyst is CN(C)C=O.ClCCl. The product is [Br:38][C:39]1[C:40]([NH:46][C:14]([CH:9]2[CH2:10][O:11][CH2:12][CH2:13][N:8]2[C:6]([O:5][C:1]([CH3:2])([CH3:3])[CH3:4])=[O:7])=[O:16])=[N:41][CH:42]=[C:43]([Br:45])[N:44]=1. The yield is 0.710. (5) The reactants are [C:1]([C:3]1[N:8]=[CH:7][C:6]([NH:9][C:10]([N:12]2[CH2:17][CH2:16][N:15]([C:18]3[S:22][N:21]=[C:20]([C:23]4[CH:28]=[CH:27][CH:26]=[CH:25][CH:24]=4)[N:19]=3)[CH2:14][CH2:13]2)=[O:11])=[CH:5][CH:4]=1)#[N:2].[OH-:29].[Na+].O. The catalyst is CO.O1CCCC1. The product is [NH2:2][C:1]([C:3]1[N:8]=[CH:7][C:6]([NH:9][C:10]([N:12]2[CH2:13][CH2:14][N:15]([C:18]3[S:22][N:21]=[C:20]([C:23]4[CH:28]=[CH:27][CH:26]=[CH:25][CH:24]=4)[N:19]=3)[CH2:16][CH2:17]2)=[O:11])=[CH:5][CH:4]=1)=[O:29]. The yield is 0.122. (6) The product is [NH2:1][CH:4]([CH3:14])[CH2:5][NH:6][C:7](=[O:13])[O:8][C:9]([CH3:11])([CH3:10])[CH3:12]. The yield is 0.837. The catalyst is CO.[Pd]. The reactants are [N:1]([CH:4]([CH3:14])[CH2:5][NH:6][C:7](=[O:13])[O:8][C:9]([CH3:12])([CH3:11])[CH3:10])=[N+]=[N-]. (7) The reactants are [NH2:1][C:2]1[CH:28]=[CH:27][C:5]([O:6][C:7]2[CH:12]=[CH:11][N:10]=[C:9]([NH:13][C:14]([N:16]3[CH2:21][CH2:20][N:19]([CH:22]4[CH2:25][N:24]([CH3:26])[CH2:23]4)[CH2:18][CH2:17]3)=[O:15])[CH:8]=2)=[CH:4][CH:3]=1.[C@]12(CS(O)(=O)=O)C(C)(C)C(CC1)CC2=O.[C:44]1([CH2:50][C:51]([N:53]=[C:54]=[S:55])=[O:52])[CH:49]=[CH:48][CH:47]=[CH:46][CH:45]=1.C(=O)([O-])O.[Na+]. The catalyst is C(O)C.C1(C)C=CC=CC=1.CCCCCC.C(OCC)C.C(OCC)(=O)C.O1CCCC1. The product is [C:44]1([CH2:50][C:51]([NH:53][C:54](=[S:55])[NH:1][C:2]2[CH:28]=[CH:27][C:5]([O:6][C:7]3[CH:12]=[CH:11][N:10]=[C:9]([NH:13][C:14]([N:16]4[CH2:21][CH2:20][N:19]([CH:22]5[CH2:23][N:24]([CH3:26])[CH2:25]5)[CH2:18][CH2:17]4)=[O:15])[CH:8]=3)=[CH:4][CH:3]=2)=[O:52])[CH:49]=[CH:48][CH:47]=[CH:46][CH:45]=1. The yield is 0.233. (8) The reactants are C([Si](C1C=CC=CC=1)(C1C=CC=CC=1)[O:6][CH:7]1[CH2:35][CH2:34][C:10]2([C:14](=[O:15])[N:13]([C:16]3[C:17]([CH3:33])=[N:18][C:19]([N:22]4[CH2:26][CH2:25][C@@H:24]([N:27]5[CH2:31][CH2:30][CH2:29][C@@H:28]5[CH3:32])[CH2:23]4)=[CH:20][CH:21]=3)[CH2:12][CH2:11]2)[CH2:9][CH2:8]1)(C)(C)C.[F-].C([N+](CCCC)(CCCC)CCCC)CCC.O. The catalyst is O1CCCC1. The product is [OH:6][CH:7]1[CH2:8][CH2:9][C:10]2([C:14](=[O:15])[N:13]([C:16]3[C:17]([CH3:33])=[N:18][C:19]([N:22]4[CH2:26][CH2:25][C@@H:24]([N:27]5[CH2:31][CH2:30][CH2:29][C@@H:28]5[CH3:32])[CH2:23]4)=[CH:20][CH:21]=3)[CH2:12][CH2:11]2)[CH2:34][CH2:35]1. The yield is 0.290. (9) The reactants are [C:1]([C:5]1[S:6][CH:7]=[C:8](/[CH:10]=[CH:11]/[C:12]2[C:13]([O:23][CH2:24][C:25]3[CH:50]=[CH:49][C:28]([O:29][CH2:30][C:31]4[N:32]=[C:33]([C:37]5[CH:42]=[CH:41][C:40]([CH2:43][C:44]([O:46]CC)=[O:45])=[CH:39][CH:38]=5)[O:34][C:35]=4[CH3:36])=[C:27]([O:51][CH3:52])[CH:26]=3)=[N:14][N:15]([C:17]3[CH:22]=[CH:21][CH:20]=[CH:19][CH:18]=3)[CH:16]=2)[N:9]=1)([CH3:4])([CH3:3])[CH3:2].O1CCCC1.[OH-].[Na+].Cl. The catalyst is O.C(O)C. The product is [C:1]([C:5]1[S:6][CH:7]=[C:8](/[CH:10]=[CH:11]/[C:12]2[C:13]([O:23][CH2:24][C:25]3[CH:50]=[CH:49][C:28]([O:29][CH2:30][C:31]4[N:32]=[C:33]([C:37]5[CH:38]=[CH:39][C:40]([CH2:43][C:44]([OH:46])=[O:45])=[CH:41][CH:42]=5)[O:34][C:35]=4[CH3:36])=[C:27]([O:51][CH3:52])[CH:26]=3)=[N:14][N:15]([C:17]3[CH:18]=[CH:19][CH:20]=[CH:21][CH:22]=3)[CH:16]=2)[N:9]=1)([CH3:4])([CH3:2])[CH3:3]. The yield is 0.800. (10) The product is [Cl:9][C:10]1[C:15]([F:16])=[C:14]([C:1]([OH:20])([CH3:3])[CH3:2])[CH:13]=[CH:12][N:11]=1. The reactants are [CH:1]([N-]C(C)C)([CH3:3])[CH3:2].[Li+].[Cl:9][C:10]1[C:15]([F:16])=[CH:14][CH:13]=[CH:12][N:11]=1.C1C[O:20]CC1. No catalyst specified. The yield is 0.950.